From a dataset of Catalyst prediction with 721,799 reactions and 888 catalyst types from USPTO. Predict which catalyst facilitates the given reaction. (1) Reactant: Br[C:2]1[CH:27]=[CH:26][C:5]([O:6][C:7]2[C:8]3[CH:23]=[CH:22][C:21]([O:24][CH3:25])=[CH:20][C:9]=3[S:10][C:11]=2[C:12]2[CH:17]=[CH:16][C:15]([O:18][CH3:19])=[CH:14][CH:13]=2)=[CH:4][CH:3]=1.C(N(CC)CC)C.[CH:35]([C:37]1[N:38]=[CH:39][N:40](C(OC(C)(C)C)=O)[CH:41]=1)=[CH2:36]. Product: [CH3:25][O:24][C:21]1[CH:22]=[CH:23][C:8]2[C:7]([O:6][C:5]3[CH:26]=[CH:27][C:2](/[CH:36]=[CH:35]/[C:37]4[N:38]=[CH:39][NH:40][CH:41]=4)=[CH:3][CH:4]=3)=[C:11]([C:12]3[CH:17]=[CH:16][C:15]([O:18][CH3:19])=[CH:14][CH:13]=3)[S:10][C:9]=2[CH:20]=1. The catalyst class is: 233. (2) Reactant: [Mg:1].Br[C:3]1[CH:11]=[CH:10][C:6]2[S:7][CH:8]=[CH:9][C:5]=2[CH:4]=1.[Br:12]C(Br)C. Product: [S:7]1[CH:8]=[CH:9][C:5]2[CH:4]=[C:3]([Mg:1][Br:12])[CH:11]=[CH:10][C:6]1=2. The catalyst class is: 1. (3) Reactant: [CH3:1][C:2]1[CH:3]=[CH:4][C:5](S(O)(=O)=O)=[CH:6][CH:7]=1.O.[CH2:13]([NH:20][C:21]1[C:22]([NH2:28])=[CH:23][C:24]([Br:27])=[CH:25][CH:26]=1)[C:14]1[CH:19]=[CH:18][CH:17]=[CH:16][CH:15]=1.COC(OC)(OC)C1C=CC=CC=1. Product: [CH2:1]([N:20]1[C:21]2[CH:26]=[CH:25][C:24]([Br:27])=[CH:23][C:22]=2[N:28]=[C:13]1[C:14]1[CH:15]=[CH:16][CH:17]=[CH:18][CH:19]=1)[C:2]1[CH:3]=[CH:4][CH:5]=[CH:6][CH:7]=1. The catalyst class is: 2.